This data is from HIV replication inhibition screening data with 41,000+ compounds from the AIDS Antiviral Screen. The task is: Binary Classification. Given a drug SMILES string, predict its activity (active/inactive) in a high-throughput screening assay against a specified biological target. The molecule is O=C1c2c(O)ccc(O)c2C(=O)c2c(NCCNC(=O)C(O)C(O)C(O)C(O)CO)ccc(NCCNC(=O)C(O)C(O)C(O)C(O)CO)c21. The result is 0 (inactive).